This data is from Forward reaction prediction with 1.9M reactions from USPTO patents (1976-2016). The task is: Predict the product of the given reaction. (1) Given the reactants C([NH:8][C:9]1[S:10][C:11]([Cl:20])=[CH:12][C:13]=1[C:14]1[CH:19]=[CH:18][CH:17]=[CH:16][CH:15]=1)(OC(C)(C)C)=O.FC(F)(F)C(O)=O, predict the reaction product. The product is: [NH2:8][C:9]1[S:10][C:11]([Cl:20])=[CH:12][C:13]=1[C:14]1[CH:19]=[CH:18][CH:17]=[CH:16][CH:15]=1. (2) Given the reactants Cl[C:2]1[C:11]2[C:6](=[CH:7][C:8]([O:14][CH3:15])=[C:9]([O:12][CH3:13])[CH:10]=2)[N:5]=[CH:4][CH:3]=1.[C:16]([O:25][CH2:26][CH2:27][CH3:28])(=[O:24])[C:17]1[C:18](=[CH:20][CH:21]=[CH:22][CH:23]=1)[OH:19], predict the reaction product. The product is: [CH3:13][O:12][C:9]1[CH:10]=[C:11]2[C:6](=[CH:7][C:8]=1[O:14][CH3:15])[N:5]=[CH:4][CH:3]=[C:2]2[O:19][C:18]1[CH:20]=[CH:21][CH:22]=[CH:23][C:17]=1[C:16]([O:25][CH2:26][CH2:27][CH3:28])=[O:24]. (3) Given the reactants [Cl-].[Li+].C([Mg]Cl)=C.[S:7](Cl)([C:10]1[CH:16]=[CH:15][C:13]([CH3:14])=[CH:12][CH:11]=1)(=[O:9])=[O:8].[CH3:18][C@@H:19]([OH:23])[CH2:20][CH:21]=[CH2:22], predict the reaction product. The product is: [C:13]1([CH3:14])[CH:15]=[CH:16][C:10]([S:7]([O:23][C@@H:19]([CH2:20][CH:21]=[CH2:22])[CH3:18])(=[O:9])=[O:8])=[CH:11][CH:12]=1. (4) Given the reactants [Cl:1][C:2]1[CH:3]=[CH:4][C:5]2[N:11]([CH3:12])[C:10](=[O:13])[CH:9]([NH:14][C:15]([NH:17][C:18]3[C:27]4[C:22](=[CH:23][CH:24]=[CH:25][CH:26]=4)[C:21]([N:28]4[CH2:33][CH2:32][O:31][CH2:30][CH2:29]4)=[CH:20][CH:19]=3)=S)[N:8]=[C:7]([C:34]3[CH:39]=[CH:38][CH:37]=[CH:36][C:35]=3[Cl:40])[C:6]=2[CH:41]=1.[NH3:42], predict the reaction product. The product is: [Cl:1][C:2]1[CH:3]=[CH:4][C:5]2[N:11]([CH3:12])[C:10](=[O:13])[CH:9]([NH:14][C:15]([NH:17][C:18]3[C:27]4[C:22](=[CH:23][CH:24]=[CH:25][CH:26]=4)[C:21]([N:28]4[CH2:33][CH2:32][O:31][CH2:30][CH2:29]4)=[CH:20][CH:19]=3)=[NH:42])[N:8]=[C:7]([C:34]3[CH:39]=[CH:38][CH:37]=[CH:36][C:35]=3[Cl:40])[C:6]=2[CH:41]=1.